This data is from NCI-60 drug combinations with 297,098 pairs across 59 cell lines. The task is: Regression. Given two drug SMILES strings and cell line genomic features, predict the synergy score measuring deviation from expected non-interaction effect. (1) Drug 1: C1=CC(=CC=C1CC(C(=O)O)N)N(CCCl)CCCl.Cl. Drug 2: CC1CCC2CC(C(=CC=CC=CC(CC(C(=O)C(C(C(=CC(C(=O)CC(OC(=O)C3CCCCN3C(=O)C(=O)C1(O2)O)C(C)CC4CCC(C(C4)OC)O)C)C)O)OC)C)C)C)OC. Cell line: OVCAR3. Synergy scores: CSS=13.2, Synergy_ZIP=-10.9, Synergy_Bliss=-9.40, Synergy_Loewe=-10.5, Synergy_HSA=-7.60. (2) Drug 1: C1=CN(C(=O)N=C1N)C2C(C(C(O2)CO)O)O.Cl. Drug 2: C1=NC2=C(N=C(N=C2N1C3C(C(C(O3)CO)O)F)Cl)N. Cell line: HCC-2998. Synergy scores: CSS=37.8, Synergy_ZIP=-10.2, Synergy_Bliss=-0.766, Synergy_Loewe=0.333, Synergy_HSA=1.12. (3) Cell line: TK-10. Drug 2: C1=CC(=C2C(=C1NCCNCCO)C(=O)C3=C(C=CC(=C3C2=O)O)O)NCCNCCO. Synergy scores: CSS=35.7, Synergy_ZIP=4.32, Synergy_Bliss=4.01, Synergy_Loewe=-23.6, Synergy_HSA=3.88. Drug 1: CC1=C(C=C(C=C1)NC2=NC=CC(=N2)N(C)C3=CC4=NN(C(=C4C=C3)C)C)S(=O)(=O)N.Cl. (4) Drug 1: CC12CCC(CC1=CCC3C2CCC4(C3CC=C4C5=CN=CC=C5)C)O. Drug 2: CC1=C(N=C(N=C1N)C(CC(=O)N)NCC(C(=O)N)N)C(=O)NC(C(C2=CN=CN2)OC3C(C(C(C(O3)CO)O)O)OC4C(C(C(C(O4)CO)O)OC(=O)N)O)C(=O)NC(C)C(C(C)C(=O)NC(C(C)O)C(=O)NCCC5=NC(=CS5)C6=NC(=CS6)C(=O)NCCC[S+](C)C)O. Cell line: NCIH23. Synergy scores: CSS=7.23, Synergy_ZIP=-7.03, Synergy_Bliss=-7.91, Synergy_Loewe=-14.5, Synergy_HSA=-7.05. (5) Drug 1: CC1OCC2C(O1)C(C(C(O2)OC3C4COC(=O)C4C(C5=CC6=C(C=C35)OCO6)C7=CC(=C(C(=C7)OC)O)OC)O)O. Drug 2: C1C(C(OC1N2C=NC3=C(N=C(N=C32)Cl)N)CO)O. Cell line: CAKI-1. Synergy scores: CSS=37.3, Synergy_ZIP=-11.5, Synergy_Bliss=-10.5, Synergy_Loewe=-8.00, Synergy_HSA=-7.48. (6) Drug 1: C1CCN(CC1)CCOC2=CC=C(C=C2)C(=O)C3=C(SC4=C3C=CC(=C4)O)C5=CC=C(C=C5)O. Drug 2: CC1C(C(=O)NC(C(=O)N2CCCC2C(=O)N(CC(=O)N(C(C(=O)O1)C(C)C)C)C)C(C)C)NC(=O)C3=C4C(=C(C=C3)C)OC5=C(C(=O)C(=C(C5=N4)C(=O)NC6C(OC(=O)C(N(C(=O)CN(C(=O)C7CCCN7C(=O)C(NC6=O)C(C)C)C)C)C(C)C)C)N)C. Cell line: COLO 205. Synergy scores: CSS=18.9, Synergy_ZIP=0.257, Synergy_Bliss=-2.80, Synergy_Loewe=-41.7, Synergy_HSA=-9.47. (7) Drug 1: CS(=O)(=O)CCNCC1=CC=C(O1)C2=CC3=C(C=C2)N=CN=C3NC4=CC(=C(C=C4)OCC5=CC(=CC=C5)F)Cl. Drug 2: CS(=O)(=O)OCCCCOS(=O)(=O)C. Cell line: BT-549. Synergy scores: CSS=10.0, Synergy_ZIP=-1.72, Synergy_Bliss=1.58, Synergy_Loewe=0.776, Synergy_HSA=1.47.